The task is: Regression. Given two drug SMILES strings and cell line genomic features, predict the synergy score measuring deviation from expected non-interaction effect.. This data is from NCI-60 drug combinations with 297,098 pairs across 59 cell lines. Drug 1: CC(C1=C(C=CC(=C1Cl)F)Cl)OC2=C(N=CC(=C2)C3=CN(N=C3)C4CCNCC4)N. Drug 2: CCC1(C2=C(COC1=O)C(=O)N3CC4=CC5=C(C=CC(=C5CN(C)C)O)N=C4C3=C2)O.Cl. Cell line: 786-0. Synergy scores: CSS=14.8, Synergy_ZIP=0.371, Synergy_Bliss=0.577, Synergy_Loewe=-23.4, Synergy_HSA=0.925.